This data is from Full USPTO retrosynthesis dataset with 1.9M reactions from patents (1976-2016). The task is: Predict the reactants needed to synthesize the given product. (1) Given the product [Br:1][C:18]1[CH:17]=[CH:16][C:14]([NH2:15])=[CH:13][C:12]=1[O:11][C:10]([F:19])([F:20])[F:9], predict the reactants needed to synthesize it. The reactants are: [Br:1]N1C(=O)CCC1=O.[F:9][C:10]([F:20])([F:19])[O:11][C:12]1[CH:13]=[C:14]([CH:16]=[CH:17][CH:18]=1)[NH2:15].O. (2) Given the product [CH2:15]([O:22][C:23]1[CH:30]=[CH:29][C:26](/[CH:27]=[CH:13]/[C:12]([C:3]2[CH:4]=[CH:5][C:6]([O:8][CH2:9][O:10][CH3:11])=[CH:7][C:2]=2[OH:1])=[O:14])=[CH:25][C:24]=1[O:31][CH2:32][O:33][CH3:34])[C:16]1[CH:17]=[CH:18][CH:19]=[CH:20][CH:21]=1, predict the reactants needed to synthesize it. The reactants are: [OH:1][C:2]1[CH:7]=[C:6]([O:8][CH2:9][O:10][CH3:11])[CH:5]=[CH:4][C:3]=1[C:12](=[O:14])[CH3:13].[CH2:15]([O:22][C:23]1[CH:30]=[CH:29][C:26]([CH:27]=O)=[CH:25][C:24]=1[O:31][CH2:32][O:33][CH3:34])[C:16]1[CH:21]=[CH:20][CH:19]=[CH:18][CH:17]=1.[OH-].[K+].Cl. (3) Given the product [CH2:1]([N:3]1[CH:7]=[C:6]([N:8]([CH2:19][CH2:20][C:21]2[CH:22]=[N:23][C:24]([C:27]([F:30])([F:28])[F:29])=[CH:25][CH:26]=2)[C:9](=[O:18])[C@@H:10]([OH:17])[C:11]2[CH:12]=[CH:13][CH:14]=[CH:15][CH:16]=2)[C:5]([CH3:31])=[N:4]1)[CH3:2], predict the reactants needed to synthesize it. The reactants are: [CH2:1]([N:3]1[CH:7]=[C:6]([N:8]([CH2:19][CH2:20][C:21]2[CH:22]=[N:23][C:24]([C:27]([F:30])([F:29])[F:28])=[CH:25][CH:26]=2)[C:9](=[O:18])[C:10](=[O:17])[C:11]2[CH:16]=[CH:15][CH:14]=[CH:13][CH:12]=2)[C:5]([CH3:31])=[N:4]1)[CH3:2].[BH4-].[Na+].